Dataset: Catalyst prediction with 721,799 reactions and 888 catalyst types from USPTO. Task: Predict which catalyst facilitates the given reaction. (1) Reactant: [OH:1][CH2:2][C:3]1[N:8]=[C:7](/[CH:9]=[CH:10]/[C:11]([O:13][CH3:14])=[O:12])[CH:6]=[CH:5][CH:4]=1. Product: [OH:1][CH2:2][C:3]1[N:8]=[C:7]([CH2:9][CH2:10][C:11]([O:13][CH3:14])=[O:12])[CH:6]=[CH:5][CH:4]=1. The catalyst class is: 32. (2) Reactant: [Br:1][C:2]1[C:3]([N:12]2[CH2:17][CH2:16][N:15]([CH2:18][C:19]3[CH:20]=[N:21][CH:22]=[CH:23][CH:24]=3)[CH2:14][CH2:13]2)=[C:4]([N+:9]([O-])=O)[C:5]([NH2:8])=[N:6][CH:7]=1.[N:25]1([CH2:31][C:32]2[CH:33]=[C:34]([CH:37]=[CH:38][CH:39]=2)[CH:35]=O)[CH2:30][CH2:29][O:28][CH2:27][CH2:26]1.[O-]S(S([O-])=O)=O.[Na+].[Na+]. Product: [Br:1][C:2]1[C:3]([N:12]2[CH2:17][CH2:16][N:15]([CH2:18][C:19]3[CH:20]=[N:21][CH:22]=[CH:23][CH:24]=3)[CH2:14][CH2:13]2)=[C:4]2[N:9]=[C:35]([C:34]3[CH:37]=[CH:38][CH:39]=[C:32]([CH2:31][N:25]4[CH2:30][CH2:29][O:28][CH2:27][CH2:26]4)[CH:33]=3)[NH:8][C:5]2=[N:6][CH:7]=1. The catalyst class is: 14.